From a dataset of Forward reaction prediction with 1.9M reactions from USPTO patents (1976-2016). Predict the product of the given reaction. (1) Given the reactants [CH3:1][NH:2][C:3]1[C:4]([CH3:19])=[N:5][C:6]([C:9]2[CH:14]=[CH:13][C:12]([C:15]([F:18])([F:17])[F:16])=[CH:11][CH:10]=2)=[CH:7][CH:8]=1.C(OC(=O)NC1C(C)=NC(C2C=CC(C(F)(F)F)=CC=2)=CC=1)(C)(C)C.[C:45]([O:49][C:50](=[O:65])[C:51]([O:54][C:55]1[CH:60]=[CH:59][C:58]([CH2:61][C:62]([OH:64])=O)=[CH:57][CH:56]=1)([CH3:53])[CH3:52])([CH3:48])([CH3:47])[CH3:46], predict the reaction product. The product is: [C:45]([O:49][C:50](=[O:65])[C:51]([CH3:52])([O:54][C:55]1[CH:56]=[CH:57][C:58]([CH2:61][C:62](=[O:64])[N:2]([CH3:1])[C:3]2[C:4]([CH3:19])=[N:5][C:6]([C:9]3[CH:10]=[CH:11][C:12]([C:15]([F:18])([F:16])[F:17])=[CH:13][CH:14]=3)=[CH:7][CH:8]=2)=[CH:59][CH:60]=1)[CH3:53])([CH3:46])([CH3:47])[CH3:48]. (2) Given the reactants [CH3:1][C:2]1[O:3][CH:4]=[C:5]([C:7]([F:10])([F:9])[F:8])[CH:6]=1.[Br:11]N1C(=O)CCC1=O, predict the reaction product. The product is: [Br:11][CH2:1][C:2]1[O:3][CH:4]=[C:5]([C:7]([F:10])([F:9])[F:8])[CH:6]=1. (3) Given the reactants [N:1]1([CH2:7][CH2:8][CH2:9][O:10][C:11]2[CH:21]=[CH:20][C:14]3[CH2:15][CH2:16][NH:17][CH2:18][CH2:19][C:13]=3[CH:12]=2)[CH2:6][CH2:5][CH2:4][CH2:3][CH2:2]1.CCN(C(C)C)C(C)C.C(N(CC)CC)C.[C:38](OC(=O)C)(=[O:40])[CH3:39], predict the reaction product. The product is: [N:1]1([CH2:7][CH2:8][CH2:9][O:10][C:11]2[CH:21]=[CH:20][C:14]3[CH2:15][CH2:16][N:17]([C:38](=[O:40])[CH3:39])[CH2:18][CH2:19][C:13]=3[CH:12]=2)[CH2:2][CH2:3][CH2:4][CH2:5][CH2:6]1. (4) Given the reactants [CH2:1]([O:3][C:4]1[CH:9]=[CH:8][CH:7]=[CH:6][C:5]=1[C:10](=[O:37])[C:11]#[C:12][C:13]1[N:14]=[C:15]([CH:18]2[CH2:23][CH2:22][N:21]([C:24](=[O:36])[CH2:25][N:26]3[C:30]([CH3:31])=[CH:29][C:28]([C:32]([F:35])([F:34])[F:33])=[N:27]3)[CH2:20][CH2:19]2)[S:16][CH:17]=1)[CH3:2], predict the reaction product. The product is: [CH2:1]([O:3][C:4]1[CH:9]=[CH:8][CH:7]=[CH:6][C:5]=1[C:10](=[O:37])[CH2:11][CH2:12][C:13]1[N:14]=[C:15]([CH:18]2[CH2:23][CH2:22][N:21]([C:24](=[O:36])[CH2:25][N:26]3[C:30]([CH3:31])=[CH:29][C:28]([C:32]([F:33])([F:35])[F:34])=[N:27]3)[CH2:20][CH2:19]2)[S:16][CH:17]=1)[CH3:2]. (5) Given the reactants [Cl:1][C:2]1[CH:7]=[CH:6][C:5]([N+:8]([O-])=O)=[CH:4][C:3]=1[OH:11].[Cl-].[Ca+2].[Cl-].O, predict the reaction product. The product is: [NH2:8][C:5]1[CH:6]=[CH:7][C:2]([Cl:1])=[C:3]([OH:11])[CH:4]=1. (6) Given the reactants [CH2:1]([O:3][CH2:4][O:5][C:6]1[CH:7]=[CH:8][C:9]2[O:13][C:12](B(O)O)=[CH:11][C:10]=2[CH:17]=1)[CH3:2].[C:18]([O:22][C:23](=[O:36])[N:24]([C:26]1[C:27]([N+:33]([O-:35])=[O:34])=[N:28][C:29](Br)=[CH:30][CH:31]=1)[CH3:25])([CH3:21])([CH3:20])[CH3:19].CCN(CC)CC, predict the reaction product. The product is: [C:18]([O:22][C:23](=[O:36])[N:24]([C:26]1[C:27]([N+:33]([O-:35])=[O:34])=[N:28][C:29]([C:12]2[O:13][C:9]3[CH:8]=[CH:7][C:6]([O:5][CH2:4][O:3][CH2:1][CH3:2])=[CH:17][C:10]=3[CH:11]=2)=[CH:30][CH:31]=1)[CH3:25])([CH3:21])([CH3:19])[CH3:20]. (7) Given the reactants [CH2:1]([N:8]1[C:13]2[CH:14]=[C:15]([Cl:18])[CH:16]=[CH:17][C:12]=2[O:11][CH:10]([C:19]([OH:21])=O)[CH2:9]1)[C:2]1[CH:7]=[CH:6][CH:5]=[CH:4][CH:3]=1.CCN(C(C)C)C(C)C.CCN=C=NCCCN(C)C.C1C=CC2N(O)N=NC=2C=1.[F:52][C:53]1[CH:67]=[CH:66][C:56]([CH2:57][C:58]2([C:64]#[N:65])[CH2:63][CH2:62][NH:61][CH2:60][CH2:59]2)=[CH:55][CH:54]=1, predict the reaction product. The product is: [CH2:1]([N:8]1[C:13]2[CH:14]=[C:15]([Cl:18])[CH:16]=[CH:17][C:12]=2[O:11][CH:10]([C:19]([N:61]2[CH2:62][CH2:63][C:58]([CH2:57][C:56]3[CH:55]=[CH:54][C:53]([F:52])=[CH:67][CH:66]=3)([C:64]#[N:65])[CH2:59][CH2:60]2)=[O:21])[CH2:9]1)[C:2]1[CH:3]=[CH:4][CH:5]=[CH:6][CH:7]=1.